Dataset: Catalyst prediction with 721,799 reactions and 888 catalyst types from USPTO. Task: Predict which catalyst facilitates the given reaction. (1) Reactant: [F:1][C:2]1[CH:3]=[C:4]2[C:8](=[C:9]([CH3:11])[CH:10]=1)[NH:7][C:6]1[CH2:12][C@@H:13]3[N:17]([CH2:18][C:5]2=1)[CH2:16][CH2:15][CH2:14]3.[H-].[Na+].[CH3:21][C:22]1([C:25]2[CH:26]=[N:27][CH:28]=[CH:29][CH:30]=2)[CH2:24][O:23]1. Product: [F:1][C:2]1[CH:3]=[C:4]2[C:8](=[C:9]([CH3:11])[CH:10]=1)[N:7]([CH2:21][C@@:22]([C:25]1[CH:26]=[N:27][CH:28]=[CH:29][CH:30]=1)([OH:23])[CH3:24])[C:6]1[CH2:12][C@@H:13]3[N:17]([CH2:18][C:5]2=1)[CH2:16][CH2:15][CH2:14]3. The catalyst class is: 3. (2) Reactant: [NH2:1][C:2]([C@H:4]1[CH2:9][CH2:8][CH2:7][CH2:6][N:5]1[C:10]([O:12][C:13]([CH3:16])([CH3:15])[CH3:14])=[O:11])=O.C(N(CC)CC)C.FC(F)(F)C(OC(=O)C(F)(F)F)=O. Product: [C:2]([C@H:4]1[CH2:9][CH2:8][CH2:7][CH2:6][N:5]1[C:10]([O:12][C:13]([CH3:16])([CH3:15])[CH3:14])=[O:11])#[N:1]. The catalyst class is: 1. (3) Reactant: [CH3:1][O:2][C:3]([CH:5]1[CH:9]([OH:10])[CH2:8][CH2:7][N:6]1[C:11]([O:13][C:14]([CH3:17])([CH3:16])[CH3:15])=[O:12])=[O:4].N1C=CN=C1.[Si:23](Cl)([C:26]([CH3:29])([CH3:28])[CH3:27])([CH3:25])[CH3:24]. Product: [CH3:1][O:2][C:3]([CH:5]1[CH:9]([O:10][Si:23]([C:26]([CH3:29])([CH3:28])[CH3:27])([CH3:25])[CH3:24])[CH2:8][CH2:7][N:6]1[C:11]([O:13][C:14]([CH3:17])([CH3:16])[CH3:15])=[O:12])=[O:4]. The catalyst class is: 473. (4) Reactant: [N:1]([CH2:4][C@H:5]1[O:9][C:8](=[O:10])[N:7]([C:11]2[CH:16]=[C:15]([F:17])[C:14]([C:18]3[CH2:19][CH2:20][S:21](=[O:25])(=[O:24])[CH2:22][CH:23]=3)=[C:13]([F:26])[CH:12]=2)[CH2:6]1)=[N+:2]=[N-:3].C1(P(C2C=CC=CC=2)C2C=CC=CC=2)C=CC=CC=1.[CH3:46][C:47]1NN=N[N:48]=1.CC(OC(/N=N/C(OC(C)C)=O)=O)C. Product: [O:25]=[S:21]1(=[O:24])[CH2:20][CH:19]=[C:18]([C:14]2[C:15]([F:17])=[CH:16][C:11]([N:7]3[CH2:6][C@H:5]([CH2:4][N:1]4[N:2]=[N:3][C:47]([CH3:46])=[N:48]4)[O:9][C:8]3=[O:10])=[CH:12][C:13]=2[F:26])[CH2:23][CH2:22]1. The catalyst class is: 83. (5) Product: [CH3:27][C:21]([O:20][CH2:19][CH2:18][CH2:17][CH2:16][CH2:15][CH2:14][CH2:13][C:12]1[N:9]=[C:1]([C:2]2[CH:7]=[CH:6][CH:5]=[CH:4][CH:3]=2)[S:8][CH:11]=1)([CH3:26])[C:22]([O:24][CH3:25])=[O:23]. The catalyst class is: 13. Reactant: [C:1]([NH2:9])(=[S:8])[C:2]1[CH:7]=[CH:6][CH:5]=[CH:4][CH:3]=1.Cl[CH2:11][C:12](=O)[CH2:13][CH2:14][CH2:15][CH2:16][CH2:17][CH2:18][CH2:19][O:20][C:21]([CH3:27])([CH3:26])[C:22]([O:24][CH3:25])=[O:23]. (6) Reactant: [CH2:1]([O:3][C:4](=[O:14])/[CH:5]=[C:6](\[NH2:13])/[C@H:7]([CH3:12])[C@H:8]([CH3:11])[CH:9]=[CH2:10])[CH3:2].N1C=CC=CC=1.[C:21](Cl)(=[O:23])[CH3:22].Cl. Product: [CH2:1]([O:3][C:4](=[O:14])/[CH:5]=[C:6](\[NH:13][C:21](=[O:23])[CH3:22])/[C@H:7]([CH3:12])[C@H:8]([CH3:11])[CH:9]=[CH2:10])[CH3:2]. The catalyst class is: 2. (7) Reactant: [CH:1]1([N:6]2[C:14]3[CH:13]=[C:12]([C:15]4[CH:20]=[CH:19][C:18]([CH2:21]O)=[CH:17][CH:16]=4)[CH:11]=[C:10]([C:23]([NH:25][CH2:26][C:27]4[C:28](=[O:35])[NH:29][C:30]([CH3:34])=[CH:31][C:32]=4[CH3:33])=[O:24])[C:9]=3[CH:8]=[N:7]2)[CH2:5][CH2:4][CH2:3][CH2:2]1.C1(P(C2C=CC=CC=2)C2C=CC=CC=2)C=CC=CC=1.C(Br)(Br)(Br)[Br:56].O. Product: [Br:56][CH2:21][C:18]1[CH:17]=[CH:16][C:15]([C:12]2[CH:11]=[C:10]([C:23]([NH:25][CH2:26][C:27]3[C:28](=[O:35])[NH:29][C:30]([CH3:34])=[CH:31][C:32]=3[CH3:33])=[O:24])[C:9]3[CH:8]=[N:7][N:6]([CH:1]4[CH2:2][CH2:3][CH2:4][CH2:5]4)[C:14]=3[CH:13]=2)=[CH:20][CH:19]=1. The catalyst class is: 2.